Dataset: Catalyst prediction with 721,799 reactions and 888 catalyst types from USPTO. Task: Predict which catalyst facilitates the given reaction. Reactant: [NH2:1][C:2]1[N:6]([C:7]2[CH:8]=[C:9]([CH:15]=[CH:16][CH:17]=2)[C:10]([O:12][CH2:13][CH3:14])=[O:11])[N:5]=[C:4]([C:18]([CH3:21])([CH3:20])[CH3:19])[CH:3]=1.C([O-])([O-])=O.[K+].[K+].Cl[C:29]([O:31][C:32]1[CH:37]=[CH:36][CH:35]=[CH:34][CH:33]=1)=[O:30]. Product: [C:18]([C:4]1[CH:3]=[C:2]([NH:1][C:29]([O:31][C:32]2[CH:37]=[CH:36][CH:35]=[CH:34][CH:33]=2)=[O:30])[N:6]([C:7]2[CH:8]=[C:9]([CH:15]=[CH:16][CH:17]=2)[C:10]([O:12][CH2:13][CH3:14])=[O:11])[N:5]=1)([CH3:20])([CH3:19])[CH3:21]. The catalyst class is: 1.